Predict the reactants needed to synthesize the given product. From a dataset of Full USPTO retrosynthesis dataset with 1.9M reactions from patents (1976-2016). (1) Given the product [C:1]1([CH3:14])[CH:6]=[C:5]([CH3:7])[CH:4]=[C:3]([CH3:8])[C:2]=1[S:9]([O-:12])(=[O:11])=[O:10].[NH2:13][N+:17]1[CH:18]=[CH:19][C:20]([CH3:22])=[N:21][C:16]=1[NH2:15], predict the reactants needed to synthesize it. The reactants are: [C:1]1([CH3:14])[CH:6]=[C:5]([CH3:7])[CH:4]=[C:3]([CH3:8])[C:2]=1[S:9]([O:12][NH2:13])(=[O:11])=[O:10].[NH2:15][C:16]1[N:21]=[C:20]([CH3:22])[CH:19]=[CH:18][N:17]=1.CO.ClCCl.CCOCC. (2) Given the product [C:18]([C:20]1[CH:21]=[CH:22][C:23]([C:28]#[CH:29])=[CH:24][C:17]=1[C:15]1[CH:16]=[CH:2][CH:14]=[CH:13][N:12]=1)#[CH:19], predict the reactants needed to synthesize it. The reactants are: I[C:2]1C=CC=CC=1N.C([N:12]([CH:15]([CH3:17])[CH3:16])[CH2:13][CH3:14])(C)C.[C:18]([C:20]1[CH:29]=[CH:28][C:23]([C:24](OC)=O)=[CH:22][CH:21]=1)#[CH:19].C1COCC1.